This data is from Catalyst prediction with 721,799 reactions and 888 catalyst types from USPTO. The task is: Predict which catalyst facilitates the given reaction. (1) Reactant: [Si]([O:8][CH2:9][C@@H:10]([NH:19][C:20]([N:22]1[CH2:31][CH2:30][C:29]2[CH:28]=[N:27][C:26]([NH:32][CH:33]3[CH2:38][CH2:37][O:36][CH2:35][CH2:34]3)=[N:25][C:24]=2[CH2:23]1)=[O:21])[C:11]1[CH:16]=[CH:15][C:14]([Cl:17])=[C:13]([Cl:18])[CH:12]=1)(C(C)(C)C)(C)C.C(Cl)Cl.Cl. Product: [Cl:18][C:13]1[CH:12]=[C:11]([C@H:10]([NH:19][C:20]([N:22]2[CH2:31][CH2:30][C:29]3[CH:28]=[N:27][C:26]([NH:32][CH:33]4[CH2:38][CH2:37][O:36][CH2:35][CH2:34]4)=[N:25][C:24]=3[CH2:23]2)=[O:21])[CH2:9][OH:8])[CH:16]=[CH:15][C:14]=1[Cl:17]. The catalyst class is: 41. (2) Reactant: [CH2:1]([C:3]1[CH:12]=[C:11]([C:13](=O)[CH3:14])[C:10]([C:16]2[CH:21]=[CH:20][CH:19]=[C:18]([F:22])[CH:17]=2)=[C:9]2[C:4]=1[CH:5]=[CH:6][CH:7]=[N:8]2)[CH3:2].C([O-])(=O)C.[NH4+].C([BH3-])#[N:29].[Na+].O1CCCC1. Product: [CH2:1]([C:3]1[CH:12]=[C:11]([CH:13]([NH2:29])[CH3:14])[C:10]([C:16]2[CH:21]=[CH:20][CH:19]=[C:18]([F:22])[CH:17]=2)=[C:9]2[C:4]=1[CH:5]=[CH:6][CH:7]=[N:8]2)[CH3:2]. The catalyst class is: 449. (3) Reactant: [N:1]1([C:13]([O:15][C:16]([CH3:19])([CH3:18])[CH3:17])=[O:14])[CH2:12][CH2:11][CH2:10][C@H:2]1[C:3]([NH:5][CH2:6][C:7]([OH:9])=O)=[O:4].CN1CCOCC1.[NH2:27][CH2:28][CH2:29][CH2:30][OH:31]. Product: [N:1]1([C:13]([O:15][C:16]([CH3:19])([CH3:18])[CH3:17])=[O:14])[CH2:12][CH2:11][CH2:10][C@H:2]1[C:3]([NH:5][CH2:6][C:7]([NH:27][CH2:28][CH2:29][CH2:30][OH:31])=[O:9])=[O:4]. The catalyst class is: 49. (4) Reactant: [OH:1][C:2]1[C:3]([N+:9]([O-:11])=[O:10])=[C:4]([CH3:8])[CH:5]=[CH:6][CH:7]=1.CS(O[CH2:17][C:18]([F:21])([F:20])[F:19])(=O)=O.C(=O)([O-])[O-].[K+].[K+]. Product: [N+:9]([C:3]1[C:2]([O:1][CH2:17][C:18]([F:21])([F:20])[F:19])=[CH:7][CH:6]=[CH:5][C:4]=1[CH3:8])([O-:11])=[O:10]. The catalyst class is: 9. (5) The catalyst class is: 323. Reactant: Br[C:2]1[CH:7]=[CH:6][C:5]([C:8]2([C:11]#[N:12])[CH2:10][CH2:9]2)=[CH:4][CH:3]=1.C([Li])CCC.[CH:18]1([CH:23]=[O:24])[CH2:22][CH2:21][CH2:20][CH2:19]1. Product: [CH:18]1([CH:23]([OH:24])[C:2]2[CH:7]=[CH:6][C:5]([C:8]3([C:11]#[N:12])[CH2:10][CH2:9]3)=[CH:4][CH:3]=2)[CH2:22][CH2:21][CH2:20][CH2:19]1.